Dataset: Catalyst prediction with 721,799 reactions and 888 catalyst types from USPTO. Task: Predict which catalyst facilitates the given reaction. (1) Reactant: [CH2:1]([Si:3]([CH2:8][CH3:9])([CH2:6][CH3:7])[C:4]#[CH:5])[CH3:2].[Li]CCCC.[F:15][CH2:16][C:17](=[O:19])[CH3:18]. Product: [F:15][CH2:16][C:17]([CH3:18])([OH:19])[C:5]#[C:4][Si:3]([CH2:8][CH3:9])([CH2:6][CH3:7])[CH2:1][CH3:2]. The catalyst class is: 1. (2) Reactant: [Cl:1][C:2]1[N:7]=[C:6](Cl)[C:5]([N+:9]([O-:11])=[O:10])=[CH:4][N:3]=1.CCN(C(C)C)C(C)C.[O:21]1[CH2:26][CH2:25][CH:24]([NH2:27])[CH2:23][CH2:22]1. Product: [Cl:1][C:2]1[N:7]=[C:6]([NH:27][CH:24]2[CH2:25][CH2:26][O:21][CH2:22][CH2:23]2)[C:5]([N+:9]([O-:11])=[O:10])=[CH:4][N:3]=1. The catalyst class is: 1. (3) Reactant: [Cl:1][C:2]1[C:3]([C:34]2[S:38][C:37]([C:39]3([O:43]COC)[CH2:42][CH2:41][CH2:40]3)=[N:36][CH:35]=2)=[C:4]2[CH:10]=[C:9]([C:11]3[CH2:16][CH2:15][N:14](C(OC(C)(C)C)=O)[CH2:13][CH:12]=3)[N:8]([S:24]([C:27]3[CH:33]=[CH:32][C:30]([CH3:31])=[CH:29][CH:28]=3)(=[O:26])=[O:25])[C:5]2=[N:6][CH:7]=1.Cl. Product: [Cl:1][C:2]1[C:3]([C:34]2[S:38][C:37]([C:39]3([OH:43])[CH2:42][CH2:41][CH2:40]3)=[N:36][CH:35]=2)=[C:4]2[CH:10]=[C:9]([C:11]3[CH2:16][CH2:15][NH:14][CH2:13][CH:12]=3)[N:8]([S:24]([C:27]3[CH:28]=[CH:29][C:30]([CH3:31])=[CH:32][CH:33]=3)(=[O:25])=[O:26])[C:5]2=[N:6][CH:7]=1. The catalyst class is: 111. (4) Reactant: [Cl:1][C:2]1[C:7]([O:8][CH3:9])=[CH:6][C:5]([O:10][CH3:11])=[CH:4][C:3]=1[C:12]1[C:23](=[O:24])[N:22]([CH2:25][CH2:26][N:27]2[CH2:32][CH2:31][CH:30]([NH:33]C(=O)OC(C)(C)C)[CH2:29][CH2:28]2)[C:15]2[N:16]=[C:17]([NH:20][CH3:21])[N:18]=[CH:19][C:14]=2[CH:13]=1.Cl. Product: [NH2:33][CH:30]1[CH2:29][CH2:28][N:27]([CH2:26][CH2:25][N:22]2[C:15]3[N:16]=[C:17]([NH:20][CH3:21])[N:18]=[CH:19][C:14]=3[CH:13]=[C:12]([C:3]3[CH:4]=[C:5]([O:10][CH3:11])[CH:6]=[C:7]([O:8][CH3:9])[C:2]=3[Cl:1])[C:23]2=[O:24])[CH2:32][CH2:31]1. The catalyst class is: 258. (5) Reactant: [CH2:1]=[CH:2][CH:3]([OH:6])[CH:4]=[CH2:5].[F:7][CH2:8][CH:9]([NH2:12])[CH2:10][F:11].[N-]=C=O. Product: [F:7][CH2:8][CH:9]([N:12]1[CH2:5][CH2:4][C:3](=[O:6])[CH2:2][CH2:1]1)[CH2:10][F:11]. The catalyst class is: 525. (6) Reactant: [Cl:1][C:2]1[N:10]=[CH:9][N:8]=[C:7]2[C:3]=1[N:4]=[CH:5][N:6]2[C@H:11]1[CH2:15][C@H:14]([OH:16])[C@@H:13]([CH2:17][OH:18])[CH2:12]1.[Si:19](Cl)([C:22]([CH3:25])([CH3:24])[CH3:23])([CH3:21])[CH3:20].N1C=CN=C1. The catalyst class is: 3. Product: [Si:19]([O:18][CH2:17][C@H:13]1[CH2:12][C@@H:11]([N:6]2[CH:5]=[N:4][C:3]3[C:7]2=[N:8][CH:9]=[N:10][C:2]=3[Cl:1])[CH2:15][C@@H:14]1[OH:16])([C:22]([CH3:25])([CH3:24])[CH3:23])([CH3:21])[CH3:20]. (7) Reactant: C1C=C(Cl)C=C(C(OO)=O)C=1.[CH2:12]([O:19][C:20]1[CH:29]=[CH:28][C:27]2[N:26]=[CH:25][C:24]3[N:30]=[C:31]([CH2:36][O:37][CH2:38][CH3:39])[N:32]([CH2:33][CH2:34][CH3:35])[C:23]=3[C:22]=2[CH:21]=1)[C:13]1[CH:18]=[CH:17][CH:16]=[CH:15][CH:14]=1.ClC(Cl)(Cl)C([N:44]=C=O)=O.[OH-].[NH4+]. Product: [CH2:12]([O:19][C:20]1[CH:29]=[CH:28][C:27]2[N:26]=[C:25]([NH2:44])[C:24]3[N:30]=[C:31]([CH2:36][O:37][CH2:38][CH3:39])[N:32]([CH2:33][CH2:34][CH3:35])[C:23]=3[C:22]=2[CH:21]=1)[C:13]1[CH:18]=[CH:17][CH:16]=[CH:15][CH:14]=1. The catalyst class is: 4. (8) Reactant: [NH2:1][C:2]1[C:7]2[N:8]([CH2:22][CH2:23][CH2:24][OH:25])[C:9]([NH:11][C:12]3[C:13]([O:20][CH3:21])=[N:14][C:15]([O:18][CH3:19])=[N:16][CH:17]=3)=[N:10][C:6]=2[CH:5]=[CH:4][CH:3]=1.[CH:26](=O)[CH3:27].[C:29](O)(=O)[CH3:30].C(O[BH-](OC(=O)C)OC(=O)C)(=O)C.[Na+].C(=O)(O)[O-].[Na+]. Product: [CH2:29]([N:1]([CH2:26][CH3:27])[C:2]1[C:7]2[N:8]([CH2:22][CH2:23][CH2:24][OH:25])[C:9]([NH:11][C:12]3[C:13]([O:20][CH3:21])=[N:14][C:15]([O:18][CH3:19])=[N:16][CH:17]=3)=[N:10][C:6]=2[CH:5]=[CH:4][CH:3]=1)[CH3:30]. The catalyst class is: 7.